This data is from Reaction yield outcomes from USPTO patents with 853,638 reactions. The task is: Predict the reaction yield, written as a fraction of the theoretical maximum amount of product (1.0 means a 100% yield; for example, 0.34 means a 34% yield). (1) The reactants are [CH2:1]([C@@H:5]1[NH:10][CH2:9][C@H:8]([CH2:11][CH2:12][CH3:13])[NH:7][C:6]1=[O:14])[CH:2]([CH3:4])[CH3:3].[F:15][C:16]1[CH:21]=[CH:20][C:19]([C:22]2[CH:26]=[C:25]([C:27](O)=[O:28])[O:24][N:23]=2)=[CH:18][CH:17]=1.C([C@@H]1N(C(=O)/C=C/C2C=CC=CC=2)C[C@H](CC(C)C)NC1=O)C(C)C. No catalyst specified. The product is [F:15][C:16]1[CH:17]=[CH:18][C:19]([C:22]2[CH:26]=[C:25]([C:27]([N:10]3[CH2:9][C@H:8]([CH2:11][CH2:12][CH3:13])[NH:7][C:6](=[O:14])[C@@H:5]3[CH2:1][CH:2]([CH3:4])[CH3:3])=[O:28])[O:24][N:23]=2)=[CH:20][CH:21]=1. The yield is 0.790. (2) The reactants are [N:1]1[C:2]([C:15]2[N:19]([CH:20]([CH3:22])[CH3:21])[N:18]=[C:17]([CH:23]=O)[N:16]=2)=[CH:3][N:4]2[C:10]=1[C:9]1[CH:11]=[CH:12][CH:13]=[CH:14][C:8]=1[O:7][CH2:6][CH2:5]2.Cl.[CH3:26][NH:27][CH3:28].C(O[BH-](OC(=O)C)OC(=O)C)(=O)C.[Na+]. The catalyst is C(O)(=O)C.C1COCC1.C(Cl)Cl. The product is [N:1]1[C:2]([C:15]2[N:19]([CH:20]([CH3:21])[CH3:22])[N:18]=[C:17]([CH2:23][N:27]([CH3:28])[CH3:26])[N:16]=2)=[CH:3][N:4]2[C:10]=1[C:9]1[CH:11]=[CH:12][CH:13]=[CH:14][C:8]=1[O:7][CH2:6][CH2:5]2. The yield is 0.140. (3) The reactants are [CH3:1][C:2]([CH3:18])([CH3:17])[C:3]([O:5][C:6]1[CH:11]=[C:10]([N+:12]([O-])=O)[CH:9]=[CH:8][C:7]=1[O:15][CH3:16])=[O:4].[H][H]. The catalyst is C(OCC)(=O)C.[Pd]. The product is [CH3:1][C:2]([CH3:18])([CH3:17])[C:3]([O:5][C:6]1[CH:11]=[C:10]([NH2:12])[CH:9]=[CH:8][C:7]=1[O:15][CH3:16])=[O:4]. The yield is 0.980. (4) The reactants are Br[C:2]1[C:3]([N:20]2[CH2:25][CH2:24][CH2:23][C@@H:22]([NH:26][C:27](=[O:33])[O:28][C:29]([CH3:32])([CH3:31])[CH3:30])[CH2:21]2)=[C:4]2[C:10]([NH:11][C:12](=[O:19])[C:13]3[CH:18]=[CH:17][CH:16]=[N:15][CH:14]=3)=[CH:9][NH:8][C:5]2=[N:6][CH:7]=1.[Li]C.C([Li])CCC.[CH3:41][S:42]SC. The catalyst is C1COCC1. The product is [CH3:41][S:42][C:2]1[C:3]([N:20]2[CH2:25][CH2:24][CH2:23][C@@H:22]([NH:26][C:27](=[O:33])[O:28][C:29]([CH3:32])([CH3:31])[CH3:30])[CH2:21]2)=[C:4]2[C:10]([NH:11][C:12](=[O:19])[C:13]3[CH:18]=[CH:17][CH:16]=[N:15][CH:14]=3)=[CH:9][NH:8][C:5]2=[N:6][CH:7]=1. The yield is 0.500. (5) The reactants are [CH3:1][C@H:2]1[CH2:7][CH2:6][C@H:5]([C:8]([OH:10])=O)[CH2:4][CH2:3]1.C1(P(C2C=CC=CC=2)C2C=CC=CC=2)C=CC=CC=1.ClN1C(=O)CCC1=O.[CH3:38][O:39][C:40]([C:42]1[S:43][C:44]([C:58]2[CH:63]=[CH:62][CH:61]=[CH:60][CH:59]=2)=[CH:45][C:46]=1[NH:47][CH:48]1[CH2:57][CH2:56][C:51]2([O:55][CH2:54][CH2:53][O:52]2)[CH2:50][CH2:49]1)=[O:41].C([O-])(O)=O.[Na+]. The catalyst is ClCCCl.C(OCC)(=O)C. The product is [CH3:38][O:39][C:40]([C:42]1[S:43][C:44]([C:58]2[CH:59]=[CH:60][CH:61]=[CH:62][CH:63]=2)=[CH:45][C:46]=1[N:47]([CH:48]1[CH2:49][CH2:50][C:51]2([O:55][CH2:54][CH2:53][O:52]2)[CH2:56][CH2:57]1)[C:8]([C@H:5]1[CH2:4][CH2:3][C@H:2]([CH3:1])[CH2:7][CH2:6]1)=[O:10])=[O:41]. The yield is 0.660.